Dataset: Forward reaction prediction with 1.9M reactions from USPTO patents (1976-2016). Task: Predict the product of the given reaction. (1) Given the reactants [F:1][C:2]1[CH:3]=[C:4]2[C:8](=[CH:9][CH:10]=1)[N:7]([NH:11][C:12]([C:14]1[CH:15]=[N:16][C:17]([C:20]3[CH:25]=[CH:24][CH:23]=[C:22]([F:26])[CH:21]=3)=[N:18][CH:19]=1)=[O:13])[CH:6]=[CH:5]2.[Cl:27][S:28](O)(=[O:30])=[O:29], predict the reaction product. The product is: [F:1][C:2]1[CH:3]=[C:4]2[C:8](=[CH:9][CH:10]=1)[N:7]([NH:11][C:12]([C:14]1[CH:15]=[N:16][C:17]([C:20]3[CH:25]=[CH:24][CH:23]=[C:22]([F:26])[CH:21]=3)=[N:18][CH:19]=1)=[O:13])[CH:6]=[C:5]2[S:28]([Cl:27])(=[O:30])=[O:29]. (2) Given the reactants [Cl:1][C:2]1[CH:7]=[CH:6][C:5]([CH:8]2[CH2:12][O:11][C:10]([C:17]3[CH:30]=[CH:29][C:20]([NH:21]C(=O)OC(C)(C)C)=[C:19]([CH3:31])[CH:18]=3)([C:13]([F:16])([F:15])[F:14])[O:9]2)=[CH:4][CH:3]=1.FC(F)(F)C(O)=O, predict the reaction product. The product is: [Cl:1][C:2]1[CH:3]=[CH:4][C:5]([CH:8]2[CH2:12][O:11][C:10]([C:17]3[CH:30]=[CH:29][C:20]([NH2:21])=[C:19]([CH3:31])[CH:18]=3)([C:13]([F:16])([F:14])[F:15])[O:9]2)=[CH:6][CH:7]=1. (3) Given the reactants [Br:1][C:2]1[CH:10]=[CH:9][C:5]([C:6](O)=[O:7])=[CH:4][C:3]=1[CH3:11].[CH3:12][NH:13][CH3:14].ON1C2C=CC=CC=2N=N1.C(N(CC)CC)C.Cl.CN(C)CCCN=C=NCC, predict the reaction product. The product is: [Br:1][C:2]1[CH:10]=[CH:9][C:5]([C:6]([N:13]([CH3:14])[CH3:12])=[O:7])=[CH:4][C:3]=1[CH3:11]. (4) Given the reactants [O-2].[In+3:2].[O-2].[O-2].[In+3].[In].[N+:7]([O-:10])([OH:9])=[O:8], predict the reaction product. The product is: [N+:7]([O-:10])([O-:9])=[O:8].[In+3:2].[N+:7]([O-:10])([O-:9])=[O:8].[N+:7]([O-:10])([O-:9])=[O:8]. (5) Given the reactants [Cl:1][C:2]1[CH:13]=[CH:12][C:5]2[NH:6][C:7](=[O:11])[O:8][C:9](=[O:10])[C:4]=2[CH:3]=1.[H-].[Na+].[CH3:16]I.O, predict the reaction product. The product is: [Cl:1][C:2]1[CH:13]=[CH:12][C:5]2[N:6]([CH3:16])[C:7](=[O:11])[O:8][C:9](=[O:10])[C:4]=2[CH:3]=1.